Dataset: Full USPTO retrosynthesis dataset with 1.9M reactions from patents (1976-2016). Task: Predict the reactants needed to synthesize the given product. Given the product [Br:1][C:2]1[CH:10]=[CH:9][C:5]([C:6](=[O:7])[CH2:12][C:13]2[CH:18]=[CH:17][C:16]([S:19][CH3:20])=[C:15]([F:21])[CH:14]=2)=[CH:4][CH:3]=1, predict the reactants needed to synthesize it. The reactants are: [Br:1][C:2]1[CH:10]=[CH:9][C:5]([C:6](Cl)=[O:7])=[CH:4][CH:3]=1.Br[CH2:12][C:13]1[CH:18]=[CH:17][C:16]([S:19][CH3:20])=[C:15]([F:21])[CH:14]=1.